From a dataset of Reaction yield outcomes from USPTO patents with 853,638 reactions. Predict the reaction yield, written as a fraction of the theoretical maximum amount of product (1.0 means a 100% yield; for example, 0.34 means a 34% yield). (1) The reactants are [CH2:1]([N:8]1[CH2:13][CH2:12][CH:11]([NH:14][CH2:15][C:16]2[CH:21]=[CH:20][CH:19]=[CH:18][C:17]=2[N+:22]([O-])=O)[CH2:10][CH2:9]1)[C:2]1[CH:7]=[CH:6][CH:5]=[CH:4][CH:3]=1.C(O)(=[O:27])C. The catalyst is [Zn]. The product is [NH2:22][C:17]1[CH:18]=[CH:19][C:20]([OH:27])=[CH:21][C:16]=1[CH2:15][NH:14][CH:11]1[CH2:12][CH2:13][N:8]([CH2:1][C:2]2[CH:7]=[CH:6][CH:5]=[CH:4][CH:3]=2)[CH2:9][CH2:10]1. The yield is 0.790. (2) The product is [CH3:1][O:2][N:3]=[C:4]1[C:12]2[C:7](=[CH:8][C:9]([CH:22]=[O:23])=[CH:10][CH:11]=2)[CH2:6][CH2:5]1. The reactants are [CH3:1][O:2][N:3]=[C:4]1[C:12]2[C:7](=[CH:8][C:9](Br)=[CH:10][CH:11]=2)[CH2:6][CH2:5]1.[Li]CCCC.CN([CH:22]=[O:23])C. The yield is 0.650. The catalyst is C1COCC1. (3) The reactants are [Cl:1][C:2]1[C:7]([CH2:8]O)=[CH:6][CH:5]=[CH:4][N:3]=1.P(Br)(Br)[Br:11]. The catalyst is ClCCl. The product is [Br:11][CH2:8][C:7]1[C:2]([Cl:1])=[N:3][CH:4]=[CH:5][CH:6]=1. The yield is 0.800. (4) The reactants are [Cl:1][C:2]1[CH:3]=[C:4]([C:11]2[CH:12]=[C:13]3[C:18](=[CH:19][CH:20]=2)[N:17]=[CH:16][C:15]([C:21]([CH:23]2[CH2:25][CH2:24]2)=[O:22])=[C:14]3[NH:26][C@H:27]2[CH2:32][CH2:31][C@H:30]([CH2:33][NH:34]C(=O)OC(C)(C)C)[CH2:29][CH2:28]2)[CH:5]=[C:6]([O:9][CH3:10])[C:7]=1[OH:8].C(O)(C(F)(F)F)=O. No catalyst specified. The product is [NH2:34][CH2:33][C@H:30]1[CH2:31][CH2:32][C@H:27]([NH:26][C:14]2[C:13]3[C:18](=[CH:19][CH:20]=[C:11]([C:4]4[CH:5]=[C:6]([O:9][CH3:10])[C:7]([OH:8])=[C:2]([Cl:1])[CH:3]=4)[CH:12]=3)[N:17]=[CH:16][C:15]=2[C:21]([CH:23]2[CH2:24][CH2:25]2)=[O:22])[CH2:28][CH2:29]1. The yield is 0.470. (5) The reactants are [CH:1]1([NH:4][C:5]2[N:13]=[C:12]([NH:14]C(=O)C(C)C)[N:11]=[C:10]3[C:6]=2[N:7]=[CH:8][N:9]3[C@@H:20]2[CH2:24][C@H:23]([CH2:25][OH:26])[CH:22]=[CH:21]2)[CH2:3][CH2:2]1.[OH-].[Na+]. The catalyst is C(O)(C)C. The product is [CH:8]1[N:9]([C@H:20]2[CH:21]=[CH:22][C@@H:23]([CH2:25][OH:26])[CH2:24]2)[C:10]2[N:11]=[C:12]([NH2:14])[N:13]=[C:5]([NH:4][CH:1]3[CH2:2][CH2:3]3)[C:6]=2[N:7]=1. The yield is 0.900. (6) The reactants are [Cl:1][C:2]1[CH:3]=[C:4]([N:8]2[CH2:13][CH2:12][NH:11][CH2:10][CH2:9]2)[CH:5]=[CH:6][CH:7]=1.[Cl:14][CH2:15][CH2:16][C:17](Cl)=[O:18].C(=O)([O-])[O-].[K+].[K+].C1(C)C(C)=CC=CC=1. The catalyst is C(Cl)(Cl)Cl. The product is [Cl:14][CH2:15][CH2:16][C:17]([N:11]1[CH2:12][CH2:13][N:8]([C:4]2[CH:5]=[CH:6][CH:7]=[C:2]([Cl:1])[CH:3]=2)[CH2:9][CH2:10]1)=[O:18]. The yield is 0.460. (7) The reactants are O[C:2]1([C:22]([F:25])([F:24])[F:23])[CH2:6][N:5]([C:7]2[CH:12]=[CH:11][C:10]([S:13]([CH3:16])(=[O:15])=[O:14])=[CH:9][CH:8]=2)[C:4]([C:17]2[CH:21]=[CH:20][S:19][CH:18]=2)=[N:3]1.O.C1(C)C=CC(S(O)(=O)=O)=CC=1. The catalyst is C1(C)C=CC=CC=1. The product is [CH3:16][S:13]([C:10]1[CH:9]=[CH:8][C:7]([N:5]2[CH:6]=[C:2]([C:22]([F:24])([F:25])[F:23])[N:3]=[C:4]2[C:17]2[CH:21]=[CH:20][S:19][CH:18]=2)=[CH:12][CH:11]=1)(=[O:15])=[O:14]. The yield is 0.640. (8) The catalyst is C(O)C. The yield is 0.750. The product is [N:1]1([CH2:6][CH2:7][NH:8][C:9]2[N:14]=[C:13]([C:15]3[S:19][C:18]4[C:20]([C:24]5[CH:29]=[C:28]([F:30])[CH:27]=[CH:26][C:25]=5[C:31]([NH2:34])([CH3:33])[CH3:32])=[CH:21][CH:22]=[CH:23][C:17]=4[CH:16]=3)[C:12]([F:37])=[CH:11][N:10]=2)[CH:5]=[CH:4][N:3]=[N:2]1. The reactants are [N:1]1([CH2:6][CH2:7][NH:8][C:9]2[N:14]=[C:13]([C:15]3[S:19][C:18]4[C:20]([C:24]5[CH:29]=[C:28]([F:30])[CH:27]=[CH:26][C:25]=5[C:31]([NH:34]C=O)([CH3:33])[CH3:32])=[CH:21][CH:22]=[CH:23][C:17]=4[CH:16]=3)[C:12]([F:37])=[CH:11][N:10]=2)[CH:5]=[CH:4][N:3]=[N:2]1.[OH-].[Na+].